This data is from NCI-60 drug combinations with 297,098 pairs across 59 cell lines. The task is: Regression. Given two drug SMILES strings and cell line genomic features, predict the synergy score measuring deviation from expected non-interaction effect. (1) Cell line: UACC62. Synergy scores: CSS=-1.25, Synergy_ZIP=0.586, Synergy_Bliss=0.235, Synergy_Loewe=-1.07, Synergy_HSA=-1.47. Drug 2: COC1=NC(=NC2=C1N=CN2C3C(C(C(O3)CO)O)O)N. Drug 1: CN(C)N=NC1=C(NC=N1)C(=O)N. (2) Drug 1: CCC1(CC2CC(C3=C(CCN(C2)C1)C4=CC=CC=C4N3)(C5=C(C=C6C(=C5)C78CCN9C7C(C=CC9)(C(C(C8N6C)(C(=O)OC)O)OC(=O)C)CC)OC)C(=O)OC)O.OS(=O)(=O)O. Drug 2: CN(C(=O)NC(C=O)C(C(C(CO)O)O)O)N=O. Cell line: CCRF-CEM. Synergy scores: CSS=0.632, Synergy_ZIP=-1.35, Synergy_Bliss=-3.45, Synergy_Loewe=-0.392, Synergy_HSA=-2.60. (3) Drug 1: C1CCC(C1)C(CC#N)N2C=C(C=N2)C3=C4C=CNC4=NC=N3. Cell line: U251. Drug 2: C(CN)CNCCSP(=O)(O)O. Synergy scores: CSS=0.220, Synergy_ZIP=0.870, Synergy_Bliss=1.08, Synergy_Loewe=-0.792, Synergy_HSA=-1.36. (4) Drug 1: C1CC(C1)(C(=O)O)C(=O)O.[NH2-].[NH2-].[Pt+2]. Drug 2: CC1CCC2CC(C(=CC=CC=CC(CC(C(=O)C(C(C(=CC(C(=O)CC(OC(=O)C3CCCCN3C(=O)C(=O)C1(O2)O)C(C)CC4CCC(C(C4)OC)O)C)C)O)OC)C)C)C)OC. Cell line: IGROV1. Synergy scores: CSS=0.525, Synergy_ZIP=-0.110, Synergy_Bliss=-0.455, Synergy_Loewe=-5.75, Synergy_HSA=-4.52.